From a dataset of Peptide-MHC class I binding affinity with 185,985 pairs from IEDB/IMGT. Regression. Given a peptide amino acid sequence and an MHC pseudo amino acid sequence, predict their binding affinity value. This is MHC class I binding data. (1) The peptide sequence is LATSIYTIER. The MHC is HLA-A31:01 with pseudo-sequence HLA-A31:01. The binding affinity (normalized) is 0.485. (2) The peptide sequence is AFRHVAREL. The MHC is HLA-A11:01 with pseudo-sequence HLA-A11:01. The binding affinity (normalized) is 0. (3) The peptide sequence is TESDAIRTL. The MHC is HLA-B38:01 with pseudo-sequence HLA-B38:01. The binding affinity (normalized) is 0.239. (4) The binding affinity (normalized) is 0.976. The peptide sequence is DTMRIYCSL. The MHC is HLA-A68:02 with pseudo-sequence HLA-A68:02. (5) The peptide sequence is RTSKAALER. The MHC is HLA-A29:02 with pseudo-sequence HLA-A29:02. The binding affinity (normalized) is 0. (6) The peptide sequence is SSYRMGINK. The MHC is HLA-A02:01 with pseudo-sequence HLA-A02:01. The binding affinity (normalized) is 0.0847. (7) The peptide sequence is SEETGTLIV. The MHC is HLA-B18:01 with pseudo-sequence HLA-B18:01. The binding affinity (normalized) is 0. (8) The peptide sequence is DVTLVQYMDDI. The MHC is Mamu-A02 with pseudo-sequence Mamu-A02. The binding affinity (normalized) is 0.0486. (9) The binding affinity (normalized) is 0.000405. The peptide sequence is DIKYDNKLL. The MHC is HLA-A02:03 with pseudo-sequence HLA-A02:03. (10) The peptide sequence is VMDKNHAIFT. The MHC is HLA-A02:02 with pseudo-sequence HLA-A02:02. The binding affinity (normalized) is 0.0908.